Dataset: Forward reaction prediction with 1.9M reactions from USPTO patents (1976-2016). Task: Predict the product of the given reaction. The product is: [CH3:12][O:11][C:3]1[CH:4]=[C:5]([N+:8]([O-:10])=[O:9])[CH:6]=[CH:7][C:2]=1[NH:20][CH2:19][CH2:18][N:13]1[CH2:17][CH2:16][CH2:15][CH2:14]1. Given the reactants Cl[C:2]1[CH:7]=[CH:6][C:5]([N+:8]([O-:10])=[O:9])=[CH:4][C:3]=1[O:11][CH3:12].[N:13]1([CH2:18][CH2:19][NH2:20])[CH2:17][CH2:16][CH2:15][CH2:14]1, predict the reaction product.